The task is: Predict which catalyst facilitates the given reaction.. This data is from Catalyst prediction with 721,799 reactions and 888 catalyst types from USPTO. Reactant: [Br:1]Br.[CH2:3]([O:15][C:16]1[CH:21]=[CH:20][C:19]([C:22]2[S:23][C:24]3[CH:30]=[CH:29][CH:28]=[CH:27][C:25]=3[N:26]=2)=[CH:18][CH:17]=1)[CH2:4][CH2:5][CH2:6][CH2:7][CH2:8][CH2:9][CH2:10][CH2:11][CH2:12][CH2:13][CH3:14].S(S([O-])=O)([O-])(=O)=O.[Na+].[Na+]. The catalyst class is: 15. Product: [Br:1][C:29]1[CH:28]=[CH:27][C:25]2[N:26]=[C:22]([C:19]3[CH:18]=[CH:17][C:16]([O:15][CH2:3][CH2:4][CH2:5][CH2:6][CH2:7][CH2:8][CH2:9][CH2:10][CH2:11][CH2:12][CH2:13][CH3:14])=[CH:21][CH:20]=3)[S:23][C:24]=2[CH:30]=1.